Dataset: Full USPTO retrosynthesis dataset with 1.9M reactions from patents (1976-2016). Task: Predict the reactants needed to synthesize the given product. (1) Given the product [N:21]([CH2:19][C:15]1[N:14]=[C:13]([CH2:12][OH:11])[CH:18]=[CH:17][CH:16]=1)=[N+:22]=[N-:23], predict the reactants needed to synthesize it. The reactants are: CC1C=CC(S([O:11][CH2:12][C:13]2[CH:18]=[CH:17][CH:16]=[C:15]([CH2:19]O)[N:14]=2)(=O)=O)=CC=1.[N-:21]=[N+:22]=[N-:23].[Na+]. (2) Given the product [CH3:1][O:2][C:3](=[O:29])[C:4]1[CH:5]=[CH:6][C:7]([CH:10]=[CH:12][C:21]2[C:22]([CH2:23][CH2:24][CH3:31])=[CH:13][C:14]3[C:15]([CH3:28])([CH3:27])[CH2:16][CH2:17][C:18]([CH3:26])([CH3:25])[C:19]=3[CH:20]=2)=[CH:8][CH:9]=1, predict the reactants needed to synthesize it. The reactants are: [CH3:1][O:2][C:3](=[O:29])[C:4]1[CH:9]=[CH:8][C:7]([C:10]([C:12]2[C:21]([CH2:22][CH2:23][CH3:24])=[CH:20][C:19]3[C:18]([CH3:26])([CH3:25])[CH2:17][CH2:16][C:15]([CH3:28])([CH3:27])[C:14]=3[CH:13]=2)=O)=[CH:6][CH:5]=1.[Br-].[CH3:31][P+](C1C=CC=CC=1)(C1C=CC=CC=1)C1C=CC=CC=1.[N-]=[N+]=[N-].[Na+]. (3) Given the product [CH3:14][N:11]1[CH2:12][CH2:13][N:8]([CH2:7][CH2:6][O:5][C:4]2[CH:15]=[CH:16][C:17]([CH3:18])=[C:2]([B:22]3[O:23][C:24]([CH3:26])([CH3:25])[C:20]([CH3:36])([CH3:19])[O:21]3)[CH:3]=2)[CH2:9][CH2:10]1, predict the reactants needed to synthesize it. The reactants are: Br[C:2]1[CH:3]=[C:4]([CH:15]=[CH:16][C:17]=1[CH3:18])[O:5][CH2:6][CH2:7][N:8]1[CH2:13][CH2:12][N:11]([CH3:14])[CH2:10][CH2:9]1.[CH3:19][C:20]1([CH3:36])[C:24]([CH3:26])([CH3:25])[O:23][B:22]([B:22]2[O:23][C:24]([CH3:26])([CH3:25])[C:20]([CH3:36])([CH3:19])[O:21]2)[O:21]1.CC([O-])=O.[K+].